From a dataset of Catalyst prediction with 721,799 reactions and 888 catalyst types from USPTO. Predict which catalyst facilitates the given reaction. (1) Product: [CH2:19]([O:21][C:22]1[CH:35]=[C:34]2[C:25]([C:26]([C:40]3[CH:45]=[CH:44][CH:43]=[C:42]([NH:46][C:4](=[O:5])[CH2:3][O:2][CH3:1])[CH:41]=3)=[N:27][CH:28]3[CH:33]2[CH2:32][CH:31]([O:36][C:37](=[O:39])[CH3:38])[CH2:30][CH2:29]3)=[CH:24][C:23]=1[O:47][CH3:48])[CH3:20]. The catalyst class is: 594. Reactant: [CH3:1][O:2][CH2:3][C:4](O)=[O:5].Cl.C(N=C=NCCCN(C)C)C.[CH2:19]([O:21][C:22]1[CH:35]=[C:34]2[C:25]([C:26]([C:40]3[CH:45]=[CH:44][CH:43]=[C:42]([NH2:46])[CH:41]=3)=[N:27][CH:28]3[CH:33]2[CH2:32][CH:31]([O:36][C:37](=[O:39])[CH3:38])[CH2:30][CH2:29]3)=[CH:24][C:23]=1[O:47][CH3:48])[CH3:20]. (2) Reactant: [CH3:1][S:2]([C:5]1(N)[CH:10]=[C:9]([O:11][CH3:12])[CH:8]=[CH:7][CH2:6]1)(=[O:4])=[O:3].Cl.N([O-])=O.[Na+].[I-:19].[K+]. Product: [I:19][C:7]1[CH:6]=[C:5]([S:2]([CH3:1])(=[O:4])=[O:3])[CH:10]=[C:9]([O:11][CH3:12])[CH:8]=1. The catalyst class is: 6. (3) Reactant: O[CH:2]1[CH:7]([C:8]2[CH:13]=[CH:12][C:11]([C:14]([O:16][CH3:17])=[O:15])=[CH:10][CH:9]=2)[CH2:6][CH2:5][N:4]([C:18]([O:20][C:21]([CH3:24])([CH3:23])[CH3:22])=[O:19])[CH2:3]1.COCCN(S(F)(F)[F:35])CCOC.C(=O)(O)[O-].[Na+].C(OCC)(=O)C. Product: [F:35][CH:2]1[CH:7]([C:8]2[CH:13]=[CH:12][C:11]([C:14]([O:16][CH3:17])=[O:15])=[CH:10][CH:9]=2)[CH2:6][CH2:5][N:4]([C:18]([O:20][C:21]([CH3:24])([CH3:23])[CH3:22])=[O:19])[CH2:3]1. The catalyst class is: 4. (4) Reactant: Br[C:2]1[CH:3]=[CH:4][C:5]([Cl:33])=[C:6]([CH:32]=1)[CH2:7][N:8]1[C:16](=[O:17])[NH:15][C:14]2[C:9]1=[N:10][C:11]([NH:18][CH2:19][C@@H:20]1[CH2:24][CH2:23][N:22]([C:25]([O:27][C:28]([CH3:31])([CH3:30])[CH3:29])=[O:26])[CH2:21]1)=[N:12][CH:13]=2.O1CCOCC1.[C:40]1(B(O)O)[CH:45]=[CH:44][CH:43]=[CH:42][CH:41]=1.C(=O)([O-])[O-].[Cs+].[Cs+]. Product: [Cl:33][C:5]1[CH:4]=[CH:3][C:2]([C:40]2[CH:45]=[CH:44][CH:43]=[CH:42][CH:41]=2)=[CH:32][C:6]=1[CH2:7][N:8]1[C:16](=[O:17])[NH:15][C:14]2[C:9]1=[N:10][C:11]([NH:18][CH2:19][C@@H:20]1[CH2:24][CH2:23][N:22]([C:25]([O:27][C:28]([CH3:31])([CH3:30])[CH3:29])=[O:26])[CH2:21]1)=[N:12][CH:13]=2. The catalyst class is: 103. (5) Reactant: [CH2:1]([O:3][C@H:4]1[CH2:9][CH2:8][C@H:7]([C:10]([O:12]CC)=[O:11])[CH2:6][CH2:5]1)[CH3:2].[OH-].[Na+]. Product: [CH2:1]([O:3][C@H:4]1[CH2:9][CH2:8][C@H:7]([C:10]([OH:12])=[O:11])[CH2:6][CH2:5]1)[CH3:2]. The catalyst class is: 111. (6) Reactant: [F:1][C:2]1[CH:13]=[CH:12][C:5]([CH2:6][CH:7]([C:10]#[N:11])[C:8]#[N:9])=[CH:4][CH:3]=1.[H-].[Na+].Br[CH2:17][CH2:18][C:19]([F:22])([F:21])[F:20]. Product: [F:1][C:2]1[CH:3]=[CH:4][C:5]([CH2:6][C:7]([CH2:17][CH2:18][C:19]([F:22])([F:21])[F:20])([C:8]#[N:9])[C:10]#[N:11])=[CH:12][CH:13]=1. The catalyst class is: 9. (7) Reactant: [Cl:1][C:2]1[CH:7]=[CH:6][C:5]([C:8]2[CH:24]=[C:11]3[CH:12]=[C:13]([C:16]4[CH:17]=[C:18]([CH:21]=[CH:22][CH:23]=4)[CH:19]=[O:20])[CH:14]=[CH:15][N:10]3[N:9]=2)=[CH:4][CH:3]=1.[CH3:25][Mg]Br.[Cl-].[NH4+].C(OCC)(=O)C. Product: [Cl:1][C:2]1[CH:3]=[CH:4][C:5]([C:8]2[CH:24]=[C:11]3[CH:12]=[C:13]([C:16]4[CH:17]=[C:18]([CH:19]([OH:20])[CH3:25])[CH:21]=[CH:22][CH:23]=4)[CH:14]=[CH:15][N:10]3[N:9]=2)=[CH:6][CH:7]=1. The catalyst class is: 30.